This data is from Catalyst prediction with 721,799 reactions and 888 catalyst types from USPTO. The task is: Predict which catalyst facilitates the given reaction. (1) Reactant: [Cl:1][C:2]1[CH:3]=[C:4]([C:9]2[C:14]([C:15]([NH:17][CH2:18][CH2:19][CH2:20][C:21]3[CH:26]=[CH:25][CH:24]=[CH:23][CH:22]=3)=[O:16])=[C:13]([CH3:27])[N:12]=[C:11](SC)[N:10]=2)[CH:5]=[C:6]([Cl:8])[CH:7]=1.Cl[C:31]1C=CC=C(C(OO)=O)C=1.[S:41](=[O:44])(O)[O-:42].[Na+]. Product: [Cl:1][C:2]1[CH:3]=[C:4]([C:9]2[C:14]([C:15]([NH:17][CH2:18][CH2:19][CH2:20][C:21]3[CH:26]=[CH:25][CH:24]=[CH:23][CH:22]=3)=[O:16])=[C:13]([CH3:27])[N:12]=[C:11]([S:41]([CH3:31])(=[O:44])=[O:42])[N:10]=2)[CH:5]=[C:6]([Cl:8])[CH:7]=1. The catalyst class is: 4. (2) Reactant: [C:1]([O:6][CH2:7][CH3:8])(=[O:5])[CH:2]([CH3:4])[CH3:3].[Li+].CC([N-][CH:14]([CH3:16])[CH3:15])C.Br[CH2:18][CH2:19][CH2:20][CH2:21][O:22][CH2:23][CH2:24][CH2:25]Br.[OH2:27].C1[CH2:32][O:31][CH2:30][CH2:29]1. Product: [CH2:30]([O:31][C:32](=[O:27])[C:14]([CH3:15])([CH3:16])[CH2:18][CH2:19][CH2:20][CH2:21][O:22][CH2:23][CH2:24][CH2:25][C:2]([C:1]([O:6][CH2:7][CH3:8])=[O:5])([CH3:4])[CH3:3])[CH3:29]. The catalyst class is: 13. (3) Reactant: [N+:1]([C:4]1[CH:5]=[N:6][N:7]([CH2:9][CH2:10][CH:11]=O)[CH:8]=1)([O-:3])=[O:2].[CH3:13][O:14][C:15]1[CH:16]=[C:17]2[C:21](=[CH:22][CH:23]=1)[NH:20][CH2:19][CH2:18]2.[BH4-].[Na+]. Product: [CH3:13][O:14][C:15]1[CH:16]=[C:17]2[C:21](=[CH:22][CH:23]=1)[N:20]([CH2:11][CH2:10][CH2:9][N:7]1[CH:8]=[C:4]([N+:1]([O-:3])=[O:2])[CH:5]=[N:6]1)[CH2:19][CH2:18]2. The catalyst class is: 5.